This data is from Forward reaction prediction with 1.9M reactions from USPTO patents (1976-2016). The task is: Predict the product of the given reaction. (1) Given the reactants [K].[C:2]([O:7][CH2:8][CH2:9][CH2:10][S:11]([OH:14])(=[O:13])=[O:12])(=[O:6])[C:3]([CH3:5])=[CH2:4].[Cl-].[C:16]1([S+:22]([C:29]2[CH:34]=[CH:33][CH:32]=[CH:31][CH:30]=2)[C:23]2[CH:28]=[CH:27][CH:26]=[CH:25][CH:24]=2)[CH:21]=[CH:20][CH:19]=[CH:18][CH:17]=1, predict the reaction product. The product is: [C:2]([O:7][CH2:8][CH2:9][CH2:10][S:11]([O-:14])(=[O:12])=[O:13])(=[O:6])[C:3]([CH3:5])=[CH2:4].[C:29]1([S+:22]([C:16]2[CH:17]=[CH:18][CH:19]=[CH:20][CH:21]=2)[C:23]2[CH:28]=[CH:27][CH:26]=[CH:25][CH:24]=2)[CH:30]=[CH:31][CH:32]=[CH:33][CH:34]=1. (2) Given the reactants [NH:1]1[C:9]2[C:4](=[CH:5][CH:6]=[CH:7][N:8]=2)[C:3]([C:10](=[O:14])[C:11]([O-:13])=O)=[CH:2]1.[K+].[CH3:16][C@H:17]1[NH:22][CH2:21][CH2:20][N:19]([C:23](=[O:30])[C:24]2[CH:29]=[CH:28][CH:27]=[CH:26][CH:25]=2)[CH2:18]1.C(OP(ON1C(=O)C2C=CC=CC=2N=N1)(OCC)=O)C.CCN(C(C)C)C(C)C, predict the reaction product. The product is: [C:23]([N:19]1[CH2:20][CH2:21][N:22]([C:11](=[O:13])[C:10]([C:3]2[C:4]3[C:9](=[N:8][CH:7]=[CH:6][CH:5]=3)[NH:1][CH:2]=2)=[O:14])[C@H:17]([CH3:16])[CH2:18]1)(=[O:30])[C:24]1[CH:25]=[CH:26][CH:27]=[CH:28][CH:29]=1. (3) Given the reactants Cl.C(N=C=NCCCN(C)C)C.[C:13]([O:16][CH:17]([CH2:43][O:44][CH:45]([CH3:47])[CH3:46])[CH2:18][O:19][C:20]1[CH:25]=[CH:24][C:23](/[CH:26]=[CH:27]/[C:28](O)=[O:29])=[C:22]([O:31][C:32]2[C:37]([Cl:38])=[CH:36][C:35]([C:39]([F:42])([F:41])[F:40])=[CH:34][N:33]=2)[CH:21]=1)(=[O:15])[CH3:14].[CH2:48]([S:53]([NH2:56])(=[O:55])=[O:54])[CH2:49][CH2:50][CH2:51][CH3:52].Cl, predict the reaction product. The product is: [C:13]([O:16][CH:17]([CH2:43][O:44][CH:45]([CH3:47])[CH3:46])[CH2:18][O:19][C:20]1[CH:25]=[CH:24][C:23](/[CH:26]=[CH:27]/[C:28](=[O:29])[NH:56][S:53]([CH2:48][CH2:49][CH2:50][CH2:51][CH3:52])(=[O:55])=[O:54])=[C:22]([O:31][C:32]2[C:37]([Cl:38])=[CH:36][C:35]([C:39]([F:42])([F:41])[F:40])=[CH:34][N:33]=2)[CH:21]=1)(=[O:15])[CH3:14]. (4) Given the reactants [CH3:1][O:2][C:3]([C:5]1[CH:6]=[C:7]2[C:11](=[CH:12][CH:13]=1)[NH:10][C:9]([CH3:14])=[CH:8]2)=[O:4].[Cl:15][C:16]1[CH:23]=[C:22]([CH2:24][O:25][C:26]2[CH:31]=[CH:30][CH:29]=[CH:28][CH:27]=2)[CH:21]=[CH:20][C:17]=1[CH2:18]Cl.C(O)(=O)[C@@H]([C@H](C(O)=O)O)O.[OH-].[Na+].[I-].[Na+], predict the reaction product. The product is: [Cl:15][C:16]1[CH:23]=[C:22]([CH2:24][O:25][C:26]2[CH:27]=[CH:28][CH:29]=[CH:30][CH:31]=2)[CH:21]=[CH:20][C:17]=1[CH2:18][C:8]1[C:7]2[C:11](=[CH:12][CH:13]=[C:5]([C:3]([O:2][CH3:1])=[O:4])[CH:6]=2)[NH:10][C:9]=1[CH3:14]. (5) Given the reactants CC(C)([O-])C.[Na+].Br[C:8]1[CH:15]=[C:14]([N:16]2[C:24]3[CH2:23][C:22]([CH3:26])([CH3:25])[CH2:21][C:20](=[O:27])[C:19]=3[C:18]([CH3:28])=[N:17]2)[CH:13]=[CH:12][C:9]=1[C:10]#[N:11].[CH3:29][O:30][C:31]1[CH:32]=[C:33]([CH:35]=[C:36]([O:40][CH3:41])[C:37]=1[O:38][CH3:39])[NH2:34], predict the reaction product. The product is: [CH3:25][C:22]1([CH3:26])[CH2:23][C:24]2[N:16]([C:14]3[CH:13]=[CH:12][C:9]([C:10]#[N:11])=[C:8]([NH:34][C:33]4[CH:35]=[C:36]([O:40][CH3:41])[C:37]([O:38][CH3:39])=[C:31]([O:30][CH3:29])[CH:32]=4)[CH:15]=3)[N:17]=[C:18]([CH3:28])[C:19]=2[C:20](=[O:27])[CH2:21]1. (6) Given the reactants [F:1][C:2]([F:28])([F:27])[S:3]([O:6][C:7]1[CH:16]=[C:15]2[C:10]([C:11](=[O:26])[C:12]([C:17]3[CH:22]=[CH:21][C:20]([N+:23]([O-])=O)=[CH:19][CH:18]=3)=[CH:13][O:14]2)=[CH:9][CH:8]=1)(=[O:5])=[O:4].S(S([O-])=O)([O-])=O.[Na+].[Na+], predict the reaction product. The product is: [F:28][C:2]([F:1])([F:27])[S:3]([O:6][C:7]1[CH:16]=[C:15]2[C:10]([C:11](=[O:26])[C:12]([C:17]3[CH:22]=[CH:21][C:20]([NH2:23])=[CH:19][CH:18]=3)=[CH:13][O:14]2)=[CH:9][CH:8]=1)(=[O:5])=[O:4]. (7) Given the reactants [Cl:1][C:2]1[CH:16]=[CH:15][C:5]([O:6][CH2:7][C:8]([O:10][C:11]([CH3:14])([CH3:13])[CH3:12])=[O:9])=[C:4]([CH2:17][N:18]2[CH2:23][CH2:22][NH:21][CH:20]([CH3:24])[CH:19]2[CH3:25])[CH:3]=1.C(=O)(O)[O-].[Na+].[C:31]1([CH2:37][C:38](Cl)=[O:39])[CH:36]=[CH:35][CH:34]=[CH:33][CH:32]=1, predict the reaction product. The product is: [Cl:1][C:2]1[CH:16]=[CH:15][C:5]([O:6][CH2:7][C:8]([O:10][C:11]([CH3:14])([CH3:13])[CH3:12])=[O:9])=[C:4]([CH2:17][N:18]2[CH2:23][CH2:22][N:21]([C:38](=[O:39])[CH2:37][C:31]3[CH:36]=[CH:35][CH:34]=[CH:33][CH:32]=3)[C@H:20]([CH3:24])[C@@H:19]2[CH3:25])[CH:3]=1. (8) Given the reactants [Li+].[F:2][C:3]([F:18])([S:14]([O-:17])(=[O:16])=[O:15])[C:4]([F:13])([F:12])[C:5]([F:11])([F:10])[S:6]([O-:9])(=[O:8])=[O:7].[Li+].[Br-].[C:21]1([S+:27]([C:34]2[CH:39]=[CH:38][CH:37]=[CH:36][CH:35]=2)[C:28]2[CH:33]=[CH:32][CH:31]=[CH:30][CH:29]=2)[CH:26]=[CH:25][CH:24]=[CH:23][CH:22]=1.ClCCl, predict the reaction product. The product is: [F:11][C:5]([F:10])([S:6]([O-:9])(=[O:7])=[O:8])[C:4]([F:12])([F:13])[C:3]([F:2])([F:18])[S:14]([O-:17])(=[O:15])=[O:16].[C:34]1([S+:27]([C:21]2[CH:22]=[CH:23][CH:24]=[CH:25][CH:26]=2)[C:28]2[CH:33]=[CH:32][CH:31]=[CH:30][CH:29]=2)[CH:35]=[CH:36][CH:37]=[CH:38][CH:39]=1.[C:34]1([S+:27]([C:21]2[CH:22]=[CH:23][CH:24]=[CH:25][CH:26]=2)[C:28]2[CH:33]=[CH:32][CH:31]=[CH:30][CH:29]=2)[CH:35]=[CH:36][CH:37]=[CH:38][CH:39]=1. (9) Given the reactants [CH3:1][NH:2][C:3]([C:5]1[C:9]2[CH:10]=[C:11](B3OC(C)(C)C(C)(C)O3)[C:12]([N:14]([CH3:19])[S:15]([CH3:18])(=[O:17])=[O:16])=[CH:13][C:8]=2[O:7][C:6]=1[C:29]1[C:33]([CH3:34])=[CH:32][O:31][N:30]=1)=[O:4].Cl[C:36]1[CH:45]=[CH:44][C:43]2[CH2:42][CH2:41][N:40]3[C:46]4[CH:47]=[CH:48][CH:49]=[C:50]([F:53])[C:51]=4[CH:52]=[C:39]3[C:38]=2[N:37]=1.CC(C1C=C(C(C)C)C(C2C=CC=CC=2P(C2CCCCC2)C2CCCCC2)=C(C(C)C)C=1)C, predict the reaction product. The product is: [F:53][C:50]1[C:51]2[CH:52]=[C:39]3[C:38]4[N:37]=[C:36]([C:11]5[C:12]([N:14]([CH3:19])[S:15]([CH3:18])(=[O:16])=[O:17])=[CH:13][C:8]6[O:7][C:6]([C:29]7[C:33]([CH3:34])=[CH:32][O:31][N:30]=7)=[C:5]([C:3]([NH:2][CH3:1])=[O:4])[C:9]=6[CH:10]=5)[CH:45]=[CH:44][C:43]=4[CH2:42][CH2:41][N:40]3[C:46]=2[CH:47]=[CH:48][CH:49]=1. (10) Given the reactants [CH3:1][C:2]([OH:9])([CH3:8])[C:3]#[C:4][CH2:5][CH2:6][OH:7].[C:10](OC(=O)C)(=[O:12])[CH3:11].C(N(CC)CC)C, predict the reaction product. The product is: [C:10]([O:7][CH2:6][CH2:5][C:4]#[C:3][C:2]([OH:9])([CH3:8])[CH3:1])(=[O:12])[CH3:11].